From a dataset of Forward reaction prediction with 1.9M reactions from USPTO patents (1976-2016). Predict the product of the given reaction. (1) Given the reactants Cl.[NH2:2][CH2:3][C@H:4]1[CH2:9][CH2:8][C@H:7]([C:10]([NH:12][C@@H:13]([CH2:37][C:38]2[CH:43]=[CH:42][C:41]([C:44]3[CH:49]=[CH:48][C:47]([C:50](=[O:59])[NH:51][C@H:52]4[CH2:57][CH2:56][C@H:55]([OH:58])[CH2:54][CH2:53]4)=[CH:46][C:45]=3[CH3:60])=[CH:40][CH:39]=2)[C:14]([NH:16][C:17]2[CH:22]=[CH:21][C:20]([C:23]3[NH:27][N:26]=[C:25]([C:28]([F:36])([F:35])[C:29]([F:34])([F:33])[C:30]([OH:32])=[O:31])[N:24]=3)=[CH:19][CH:18]=2)=[O:15])=[O:11])[CH2:6][CH2:5]1.[Cl-].C(=O)([O-])O.[Na+], predict the reaction product. The product is: [NH2:2][CH2:3][C@H:4]1[CH2:9][CH2:8][C@H:7]([C:10]([NH:12][CH:13]([CH2:37][C:38]2[CH:39]=[CH:40][C:41]([C:44]3[CH:49]=[CH:48][C:47]([C:50](=[O:59])[NH:51][C@H:52]4[CH2:57][CH2:56][C@H:55]([OH:58])[CH2:54][CH2:53]4)=[CH:46][C:45]=3[CH3:60])=[CH:42][CH:43]=2)[C:14]([NH:16][C:17]2[CH:18]=[CH:19][C:20]([C:23]3[NH:24][C:25]([C:28]([F:35])([F:36])[C:29]([F:33])([F:34])[C:30]([OH:32])=[O:31])=[N:26][N:27]=3)=[CH:21][CH:22]=2)=[O:15])=[O:11])[CH2:6][CH2:5]1. (2) Given the reactants [CH2:1]([C:3]([CH2:8][CH3:9])([CH2:6][OH:7])[CH2:4][OH:5])[CH3:2].[N+:10]([C:13]1[CH:20]=[CH:19][CH:18]=[C:17]([N+]([O-])=O)[C:14]=1[C:15]#[N:16])([O-:12])=[O:11], predict the reaction product. The product is: [CH2:1]([C:3]([CH2:6][OH:7])([CH2:8][CH3:9])[CH2:4][O:5][C:17]1[CH:18]=[CH:19][CH:20]=[C:13]([N+:10]([O-:12])=[O:11])[C:14]=1[C:15]#[N:16])[CH3:2]. (3) Given the reactants [CH3:1][O:2][C:3]1[CH:4]=[C:5]([C:9]2[CH:10]=[CH:11][C:12]([CH:15](O)[CH2:16][CH3:17])=[N:13][CH:14]=2)[CH:6]=[CH:7][CH:8]=1.P(Br)(Br)[Br:20], predict the reaction product. The product is: [Br:20][CH:15]([C:12]1[CH:11]=[CH:10][C:9]([C:5]2[CH:6]=[CH:7][CH:8]=[C:3]([O:2][CH3:1])[CH:4]=2)=[CH:14][N:13]=1)[CH2:16][CH3:17].